Dataset: Peptide-MHC class II binding affinity with 134,281 pairs from IEDB. Task: Regression. Given a peptide amino acid sequence and an MHC pseudo amino acid sequence, predict their binding affinity value. This is MHC class II binding data. (1) The peptide sequence is VAPLYGVEGTKTPVS. The MHC is HLA-DQA10102-DQB10501 with pseudo-sequence HLA-DQA10102-DQB10501. The binding affinity (normalized) is 0.501. (2) The peptide sequence is PCEEGKVCYLTINQC. The MHC is DRB1_0101 with pseudo-sequence DRB1_0101. The binding affinity (normalized) is 0.454. (3) The peptide sequence is EAIIRILQQLLFIHF. The MHC is H-2-IAd with pseudo-sequence H-2-IAd. The binding affinity (normalized) is 0.273. (4) The peptide sequence is EDTNIYNSNEAFKVE. The MHC is DRB1_1501 with pseudo-sequence DRB1_1501. The binding affinity (normalized) is 0.574. (5) The peptide sequence is LFGGLNWITKVIMGA. The MHC is DRB1_1101 with pseudo-sequence DRB1_1101. The binding affinity (normalized) is 0.575.